This data is from Full USPTO retrosynthesis dataset with 1.9M reactions from patents (1976-2016). The task is: Predict the reactants needed to synthesize the given product. (1) Given the product [NH2:7][CH2:8][C:9]1[C:10]([CH2:26][CH:27]([CH3:29])[CH3:28])=[N:11][C:12]([CH3:25])=[C:13]([C:17]=1[C:18]1[CH:23]=[CH:22][C:21]([CH3:24])=[CH:20][CH:19]=1)[C:14]([OH:16])=[O:15], predict the reactants needed to synthesize it. The reactants are: CC(O)C.Cl.Cl.[NH2:7][CH2:8][C:9]1[C:10]([CH2:26][CH:27]([CH3:29])[CH3:28])=[N:11][C:12]([CH3:25])=[C:13]([C:17]=1[C:18]1[CH:23]=[CH:22][C:21]([CH3:24])=[CH:20][CH:19]=1)[C:14]([OH:16])=[O:15].[OH-].[Na+]. (2) Given the product [Cl:1][C:2]1[C:3]([CH2:4][OH:5])=[C:7]([CH3:12])[CH:8]=[C:9]([Cl:11])[N:10]=1, predict the reactants needed to synthesize it. The reactants are: [Cl:1][C:2]1[N:10]=[C:9]([Cl:11])[CH:8]=[C:7]([CH3:12])[C:3]=1[C:4](O)=[O:5].C([O-])(O)=O.[Na+]. (3) Given the product [O:25]=[S:2]1(=[O:1])[CH2:3][CH:4]=[C:5]([C:8]2[CH:13]=[CH:12][C:11]([N:14]3[CH2:18][C@H:17]([CH2:19][N:20]4[CH:28]=[C:27]([Cl:26])[N:22]=[N:21]4)[O:16][C:15]3=[O:23])=[CH:10][C:9]=2[F:24])[CH2:6][CH2:7]1, predict the reactants needed to synthesize it. The reactants are: [O:1]=[S:2]1(=[O:25])[CH2:7][CH:6]=[C:5]([C:8]2[CH:13]=[CH:12][C:11]([N:14]3[CH2:18][C@H:17]([CH2:19][N:20]=[N+:21]=[N-:22])[O:16][C:15]3=[O:23])=[CH:10][C:9]=2[F:24])[CH2:4][CH2:3]1.[Cl:26][C:27](S(Cl)(=O)=O)=[CH2:28]. (4) Given the product [F:35][C:17]([F:16])([F:34])[C:18]1[CH:19]=[CH:20][C:21]([NH:24][C:25]([N:27]2[CH2:32][CH:31]3[CH2:33][CH:28]2[CH2:29][N:30]3[CH:13]([CH3:14])[CH2:12][C:7]2[CH:8]=[CH:9][CH:10]=[CH:11][C:6]=2[Cl:5])=[O:26])=[CH:22][CH:23]=1, predict the reactants needed to synthesize it. The reactants are: C([BH3-])#N.[Na+].[Cl:5][C:6]1[CH:11]=[CH:10][CH:9]=[CH:8][C:7]=1[CH2:12][C:13](=O)[CH3:14].[F:16][C:17]([F:35])([F:34])[C:18]1[CH:23]=[CH:22][C:21]([NH:24][C:25]([N:27]2[CH2:32][CH:31]3[CH2:33][CH:28]2[CH2:29][NH:30]3)=[O:26])=[CH:20][CH:19]=1.C(O)(=O)C. (5) Given the product [CH:20]([C@H:21]1[CH2:25][CH2:24][C:23](=[O:26])[N:22]1[CH2:27][C:28]#[C:29][C:30]1[S:34][C:33]([C:35]([O:37][CH3:38])=[O:36])=[CH:32][CH:31]=1)=[O:19], predict the reactants needed to synthesize it. The reactants are: C([C@H]1CCC(=O)N1CCCCCCC(OC)=O)=O.[OH:19][CH2:20][C@H:21]1[CH2:25][CH2:24][C:23](=[O:26])[N:22]1[CH2:27][C:28]#[C:29][C:30]1[S:34][C:33]([C:35]([O:37][CH3:38])=[O:36])=[CH:32][CH:31]=1.ClCCl. (6) The reactants are: C(OC([N:11]1[CH2:17][C:16]2[CH:18]=[C:19]([O:25][CH3:26])[C:20]([N+:22]([O-])=O)=[CH:21][C:15]=2[N:14]([CH2:27][CH3:28])[C:13](=[O:29])[CH2:12]1)=O)C1C=CC=CC=1.C(O)C. Given the product [NH2:22][C:20]1[C:19]([O:25][CH3:26])=[CH:18][C:16]2[CH2:17][NH:11][CH2:12][C:13](=[O:29])[N:14]([CH2:27][CH3:28])[C:15]=2[CH:21]=1, predict the reactants needed to synthesize it.